This data is from Cav3 T-type calcium channel HTS with 100,875 compounds. The task is: Binary Classification. Given a drug SMILES string, predict its activity (active/inactive) in a high-throughput screening assay against a specified biological target. (1) The molecule is s1c2c(CCCC2)c2c1ncn(c2=O)CC(=O)NCCCC(=O)N1CCC2(OCCO2)CC1. The result is 0 (inactive). (2) The drug is O=C(NCCCN(CC)CC)Cc1c2c(n(c1C(O)=O)C)cccc2. The result is 0 (inactive). (3) The drug is Oc1c2c(C(=O)c3c(C2=O)c(O)ccc3)cc(c1)C. The result is 0 (inactive). (4) The molecule is S(c1nc(nc2c1cccc2)C(C)C)CC(OCC)=O. The result is 0 (inactive). (5) The compound is S(=O)(=O)(CC(=O)N1CC(N(CC1)c1cc(ccc1)C)C)Cc1nc(oc1C)c1c(F)cccc1. The result is 1 (active). (6) The molecule is Fc1cc2nnn(C3CCN(CC3)C(=O)N3CCOCC3)c2cc1. The result is 0 (inactive). (7) The drug is S=C(NNC(=O)c1cc(nc2c1cccc2)CC(C)C)NCC. The result is 0 (inactive).